Dataset: Forward reaction prediction with 1.9M reactions from USPTO patents (1976-2016). Task: Predict the product of the given reaction. (1) Given the reactants BrC1C=CC(O)=CC=1.[CH2:9]([O:16][C:17]1[CH:22]=[CH:21][C:20]([C:23]#[CH:24])=[CH:19][CH:18]=1)[C:10]1[CH:15]=[CH:14][CH:13]=[CH:12][CH:11]=1.I[C:26]1[CH:31]=[C:30]([O:32][CH3:33])[CH:29]=[CH:28][C:27]=1[CH:34]1[CH2:43][CH2:42][C:41]2[C:36](=[CH:37][CH:38]=[C:39]([O:44][CH3:45])[CH:40]=2)[CH2:35]1, predict the reaction product. The product is: [CH2:9]([O:16][C:17]1[CH:18]=[CH:19][C:20]([C:23]#[C:24][C:26]2[CH:31]=[C:30]([O:32][CH3:33])[CH:29]=[CH:28][C:27]=2[CH:34]2[CH2:43][CH2:42][C:41]3[C:36](=[CH:37][CH:38]=[C:39]([O:44][CH3:45])[CH:40]=3)[CH2:35]2)=[CH:21][CH:22]=1)[C:10]1[CH:11]=[CH:12][CH:13]=[CH:14][CH:15]=1. (2) Given the reactants [Li]CCCC.[C:6]([Si:10]([CH3:16])([CH3:15])[O:11][CH2:12][C:13]#[CH:14])([CH3:9])([CH3:8])[CH3:7].[F:17][C:18]([F:25])([F:24])[C:19](OCC)=[O:20].C(O)(=O)CC(CC(O)=O)(C(O)=O)O, predict the reaction product. The product is: [Si:10]([O:11][CH2:12][C:13]#[C:14][C:19](=[O:20])[C:18]([F:25])([F:24])[F:17])([C:6]([CH3:8])([CH3:9])[CH3:7])([CH3:15])[CH3:16].